From a dataset of Forward reaction prediction with 1.9M reactions from USPTO patents (1976-2016). Predict the product of the given reaction. Given the reactants [Na].Br[C:3]1[CH:8]=[CH:7][C:6]([Br:9])=[CH:5][N:4]=1.[CH3:10][OH:11], predict the reaction product. The product is: [Br:9][C:6]1[CH:7]=[CH:8][C:3]([O:11][CH3:10])=[N:4][CH:5]=1.